This data is from Full USPTO retrosynthesis dataset with 1.9M reactions from patents (1976-2016). The task is: Predict the reactants needed to synthesize the given product. (1) Given the product [C:22]([N:1]1[C:9]2[C:4](=[CH:5][C:6]([C:10]([O:12][CH2:13][C:14]3[CH:15]=[CH:16][CH:17]=[CH:18][CH:19]=3)=[O:11])=[CH:7][CH:8]=2)[CH:3]=[CH:2]1)(=[O:24])[CH3:23], predict the reactants needed to synthesize it. The reactants are: [NH:1]1[C:9]2[C:4](=[CH:5][C:6]([C:10]([O:12][CH2:13][C:14]3[CH:19]=[CH:18][CH:17]=[CH:16][CH:15]=3)=[O:11])=[CH:7][CH:8]=2)[CH:3]=[CH:2]1.[H-].[Na+].[C:22](Cl)(=[O:24])[CH3:23]. (2) Given the product [CH3:10][O:11][C:12]1[CH:19]=[CH:18][C:15]([CH2:16][N:39]2[C:40]([CH2:42][C:43]#[N:44])=[CH:41][N:37]=[CH:38]2)=[CH:14][C:13]=1[CH3:20], predict the reactants needed to synthesize it. The reactants are: CS(OS(C)(=O)=O)(=O)=O.[CH3:10][O:11][C:12]1[CH:19]=[CH:18][C:15]([CH2:16]O)=[CH:14][C:13]=1[CH3:20].C(N(C(C)C)CC)(C)C.C(OC([N:37]1[CH:41]=[C:40]([CH2:42][C:43]#[N:44])[N:39]=[CH:38]1)=O)(C)(C)C.P([O-])([O-])([O-])=O.[K+].[K+].[K+]. (3) Given the product [Br:3][C:4]1[CH:5]=[C:6]2[C:11](=[CH:12][CH:13]=1)[CH2:10][O:9][CH:8]=[C:7]2[OH:14], predict the reactants needed to synthesize it. The reactants are: [BH4-].[Na+].[Br:3][C:4]1[CH:5]=[C:6]2[C:11](=[CH:12][CH:13]=1)[CH2:10][O:9][CH2:8][C:7]2=[O:14]. (4) Given the product [CH3:1][O:2][C:3]1[C:10]([O:11][CH3:12])=[CH:9][CH:8]=[CH:7][C:4]=1[CH2:5][C:19]([CH2:18][CH2:17][C:16]([F:15])([F:24])[F:25])([C:20]#[N:21])[C:22]#[N:23], predict the reactants needed to synthesize it. The reactants are: [CH3:1][O:2][C:3]1[C:10]([O:11][CH3:12])=[CH:9][CH:8]=[CH:7][C:4]=1[CH2:5]Br.[H-].[Na+].[F:15][C:16]([F:25])([F:24])[CH2:17][CH2:18][CH:19]([C:22]#[N:23])[C:20]#[N:21]. (5) Given the product [NH2:25][C:23]1[CH:22]=[CH:21][C:20]([CH3:28])=[C:19]([C:17]([C:3]2[CH:4]=[CH:5][C:6]([NH:8][C:9]3[CH:14]=[CH:13][C:12]([F:15])=[CH:11][C:10]=3[F:16])=[CH:7][C:2]=2[Cl:1])=[O:18])[CH:24]=1, predict the reactants needed to synthesize it. The reactants are: [Cl:1][C:2]1[CH:7]=[C:6]([NH:8][C:9]2[CH:14]=[CH:13][C:12]([F:15])=[CH:11][C:10]=2[F:16])[CH:5]=[CH:4][C:3]=1[C:17]([C:19]1[CH:24]=[C:23]([N+:25]([O-])=O)[CH:22]=[CH:21][C:20]=1[CH3:28])=[O:18].[NH4+].[Cl-]. (6) Given the product [CH2:1]([S:3]([C:5]1[CH:10]=[CH:9][C:8]([S:11]([NH:14][CH2:15][C:16]([F:17])([F:18])[F:19])(=[O:13])=[O:12])=[CH:7][C:6]=1[NH:20][C:21]([NH:23][C:24]1[CH:29]=[CH:28][CH:27]=[C:26]([C:30]([F:33])([F:31])[F:32])[CH:25]=1)=[O:22])(=[O:42])=[O:4])[CH3:2], predict the reactants needed to synthesize it. The reactants are: [CH2:1]([S:3]([C:5]1[CH:10]=[CH:9][C:8]([S:11]([NH:14][CH2:15][C:16]([F:19])([F:18])[F:17])(=[O:13])=[O:12])=[CH:7][C:6]=1[NH:20][C:21]([NH:23][C:24]1[CH:29]=[CH:28][CH:27]=[C:26]([C:30]([F:33])([F:32])[F:31])[CH:25]=1)=[O:22])=[O:4])[CH3:2].C1C=C(Cl)C=C(C(OO)=[O:42])C=1.